Dataset: NCI-60 drug combinations with 297,098 pairs across 59 cell lines. Task: Regression. Given two drug SMILES strings and cell line genomic features, predict the synergy score measuring deviation from expected non-interaction effect. (1) Cell line: MOLT-4. Drug 1: CC1C(C(CC(O1)OC2CC(CC3=C2C(=C4C(=C3O)C(=O)C5=C(C4=O)C(=CC=C5)OC)O)(C(=O)CO)O)N)O.Cl. Drug 2: CCC1=CC2CC(C3=C(CN(C2)C1)C4=CC=CC=C4N3)(C5=C(C=C6C(=C5)C78CCN9C7C(C=CC9)(C(C(C8N6C)(C(=O)OC)O)OC(=O)C)CC)OC)C(=O)OC.C(C(C(=O)O)O)(C(=O)O)O. Synergy scores: CSS=65.9, Synergy_ZIP=-1.73, Synergy_Bliss=1.93, Synergy_Loewe=4.81, Synergy_HSA=5.56. (2) Drug 1: CC(CN1CC(=O)NC(=O)C1)N2CC(=O)NC(=O)C2. Drug 2: C1=CC(=CC=C1CC(C(=O)O)N)N(CCCl)CCCl.Cl. Cell line: SK-MEL-5. Synergy scores: CSS=27.5, Synergy_ZIP=-0.255, Synergy_Bliss=13.1, Synergy_Loewe=9.09, Synergy_HSA=9.87. (3) Drug 1: CC(C)NC(=O)C1=CC=C(C=C1)CNNC.Cl. Drug 2: N.N.Cl[Pt+2]Cl. Cell line: UACC-257. Synergy scores: CSS=33.9, Synergy_ZIP=-6.38, Synergy_Bliss=3.06, Synergy_Loewe=1.17, Synergy_HSA=5.03. (4) Drug 1: CC(C)NC(=O)C1=CC=C(C=C1)CNNC.Cl. Drug 2: C(CN)CNCCSP(=O)(O)O. Cell line: SN12C. Synergy scores: CSS=3.36, Synergy_ZIP=5.64, Synergy_Bliss=-0.225, Synergy_Loewe=3.53, Synergy_HSA=1.01. (5) Drug 1: CC12CCC3C(C1CCC2O)C(CC4=C3C=CC(=C4)O)CCCCCCCCCS(=O)CCCC(C(F)(F)F)(F)F. Drug 2: CC1=C2C(C(=O)C3(C(CC4C(C3C(C(C2(C)C)(CC1OC(=O)C(C(C5=CC=CC=C5)NC(=O)OC(C)(C)C)O)O)OC(=O)C6=CC=CC=C6)(CO4)OC(=O)C)O)C)O. Cell line: RPMI-8226. Synergy scores: CSS=-4.62, Synergy_ZIP=3.42, Synergy_Bliss=4.24, Synergy_Loewe=-1.73, Synergy_HSA=-1.81. (6) Drug 1: CCCS(=O)(=O)NC1=C(C(=C(C=C1)F)C(=O)C2=CNC3=C2C=C(C=N3)C4=CC=C(C=C4)Cl)F. Drug 2: C1CC(C1)(C(=O)O)C(=O)O.[NH2-].[NH2-].[Pt+2]. Cell line: A498. Synergy scores: CSS=12.8, Synergy_ZIP=0.140, Synergy_Bliss=6.55, Synergy_Loewe=5.06, Synergy_HSA=6.31.